From a dataset of Full USPTO retrosynthesis dataset with 1.9M reactions from patents (1976-2016). Predict the reactants needed to synthesize the given product. (1) Given the product [N:10]1([C:6]2[CH:5]=[C:4]([NH2:1])[CH:9]=[CH:8][CH:7]=2)[CH:14]=[CH:13][N:12]=[N:11]1, predict the reactants needed to synthesize it. The reactants are: [N+:1]([C:4]1[CH:5]=[C:6]([N:10]2[CH:14]=[CH:13][N:12]=[N:11]2)[CH:7]=[CH:8][CH:9]=1)([O-])=O.[H][H]. (2) Given the product [Cl:49][C:48]1[CH:47]=[C:46]([O:50][C:51]([F:54])([F:53])[F:52])[CH:45]=[C:41]2[C:40]=1[N:39]=[CH:16][N:18]([CH2:19][C:20]1[CH:25]=[C:24]([Cl:26])[CH:23]=[CH:22][C:21]=1[S:27][CH2:28][CH3:29])[C:42]2=[O:44], predict the reactants needed to synthesize it. The reactants are: ClC1C=CC(SCC)=C(CN)C=1.NC1C=CC(OC(F)(F)F)=CC=1[C:16]([NH:18][CH2:19][C:20]1[CH:25]=[C:24]([Cl:26])[CH:23]=[CH:22][C:21]=1[S:27][CH2:28][CH3:29])=O.[NH2:39][C:40]1[C:48]([Cl:49])=[CH:47][C:46]([O:50][C:51]([F:54])([F:53])[F:52])=[CH:45][C:41]=1[C:42]([OH:44])=O.C1C=CC2N(O)N=NC=2C=1. (3) Given the product [C:1]1([CH:7]([N:16]2[CH:20]=[C:19]([C:21]3[C:22]4[CH:29]=[CH:28][N:27]([CH2:30][O:31][CH2:32][CH2:33][Si:34]([CH3:37])([CH3:36])[CH3:35])[C:23]=4[N:24]=[CH:25][N:26]=3)[CH:18]=[N:17]2)[CH2:8][C:9]([O:11][CH3:12])=[O:10])[CH:6]=[CH:5][CH:4]=[CH:3][CH:2]=1, predict the reactants needed to synthesize it. The reactants are: [C:1]1(/[CH:7]=[CH:8]/[C:9]([O:11][CH3:12])=[O:10])[CH:6]=[CH:5][CH:4]=[CH:3][CH:2]=1.C(#N)C.[NH:16]1[CH:20]=[C:19]([C:21]2[C:22]3[CH:29]=[CH:28][N:27]([CH2:30][O:31][CH2:32][CH2:33][Si:34]([CH3:37])([CH3:36])[CH3:35])[C:23]=3[N:24]=[CH:25][N:26]=2)[CH:18]=[N:17]1.C1CCN2C(=NCCC2)CC1. (4) Given the product [CH2:1]([C:3]1[CH:8]=[C:7]([CH3:9])[CH:6]=[C:5]([CH2:10][CH3:11])[C:4]=1[C:12]1[C:13](=[O:31])[N:14]([CH3:30])[N:15]=[C:16]([CH2:28][O:29][CH2:41][O:42][CH3:43])[C:17]=1[S:18]([C:21]1[CH:22]=[CH:23][C:24]([CH3:27])=[CH:25][CH:26]=1)(=[O:20])=[O:19])[CH3:2], predict the reactants needed to synthesize it. The reactants are: [CH2:1]([C:3]1[CH:8]=[C:7]([CH3:9])[CH:6]=[C:5]([CH2:10][CH3:11])[C:4]=1[C:12]1[C:13](=[O:31])[N:14]([CH3:30])[N:15]=[C:16]([CH2:28][OH:29])[C:17]=1[S:18]([C:21]1[CH:26]=[CH:25][C:24]([CH3:27])=[CH:23][CH:22]=1)(=[O:20])=[O:19])[CH3:2].C(N(C(C)C)CC)(C)C.[CH3:41][O:42][CH2:43]Cl.C(=O)([O-])O.[Na+]. (5) Given the product [Br:1][C:2]1[CH:3]=[C:4]([C@@:11]2([CH3:18])[NH:16][C:15](=[S:28])[CH2:14][O:13][CH2:12]2)[CH:5]=[C:6]([N+:8]([O-:10])=[O:9])[CH:7]=1, predict the reactants needed to synthesize it. The reactants are: [Br:1][C:2]1[CH:3]=[C:4]([C@@:11]2([CH3:18])[NH:16][C:15](=O)[CH2:14][O:13][CH2:12]2)[CH:5]=[C:6]([N+:8]([O-:10])=[O:9])[CH:7]=1.COC1C=CC(P2(SP(C3C=CC(OC)=CC=3)(=S)S2)=[S:28])=CC=1. (6) Given the product [Cl:11][C:12]1[CH:18]=[CH:17][C:15]([NH:16][C:7]([C:6]2[CH:9]=[CH:10][C:3]([S:2][CH3:1])=[CH:4][CH:5]=2)=[NH:8])=[CH:14][CH:13]=1, predict the reactants needed to synthesize it. The reactants are: [CH3:1][S:2][C:3]1[CH:10]=[CH:9][C:6]([C:7]#[N:8])=[CH:5][CH:4]=1.[Cl:11][C:12]1[CH:18]=[CH:17][C:15]([NH2:16])=[CH:14][CH:13]=1. (7) Given the product [N+:1]([C:4]1[CH:5]=[N:6][N:7]([C:10]2[CH:15]=[CH:14][CH:13]=[CH:12][CH:11]=2)[CH:8]=1)([O-:3])=[O:2], predict the reactants needed to synthesize it. The reactants are: [N+:1]([C:4]1[CH:5]=[N:6][NH:7][CH:8]=1)([O-:3])=[O:2].I[C:10]1[CH:15]=[CH:14][CH:13]=[CH:12][CH:11]=1.C(=O)([O-])[O-].[K+].[K+].